From a dataset of Forward reaction prediction with 1.9M reactions from USPTO patents (1976-2016). Predict the product of the given reaction. (1) Given the reactants Br[CH2:2][C:3]1[C:12]2[C:7](=[C:8]([F:14])[C:9]([F:13])=[CH:10][CH:11]=2)[NH:6][C:5](=[O:15])[CH:4]=1.[NH:16]1[C:20]2[CH:21]=[CH:22][CH:23]=[CH:24][C:19]=2[N:18]=[C:17]1[C:25]1[S:29][CH:28]=[N:27][C:26]=1[CH3:30], predict the reaction product. The product is: [F:13][C:9]1[C:8]([F:14])=[C:7]2[C:12]([C:3]([CH2:2][N:16]3[C:20]4[CH:21]=[CH:22][CH:23]=[CH:24][C:19]=4[N:18]=[C:17]3[C:25]3[S:29][CH:28]=[N:27][C:26]=3[CH3:30])=[CH:4][C:5](=[O:15])[NH:6]2)=[CH:11][CH:10]=1. (2) Given the reactants [Br:1][C:2]1[CH:7]=[C:6]([NH:8][CH:9]2[CH2:14][CH2:13][CH2:12][N:11]([C:15]([O:17][C:18]([CH3:21])([CH3:20])[CH3:19])=[O:16])[CH2:10]2)[C:5]([N+:22]([O-])=O)=[CH:4][N:3]=1.[NH4+].[Cl-].CCO.O, predict the reaction product. The product is: [NH2:22][C:5]1[C:6]([NH:8][CH:9]2[CH2:14][CH2:13][CH2:12][N:11]([C:15]([O:17][C:18]([CH3:21])([CH3:20])[CH3:19])=[O:16])[CH2:10]2)=[CH:7][C:2]([Br:1])=[N:3][CH:4]=1. (3) Given the reactants [C:1]([CH2:3][C:4]([N:6]1[CH2:10]C[CH:8]([CH2:11][NH:12][C:13]2[N:18]3[CH:19]=[CH:20][N:21]=[C:17]3[C:16]([C:22]([NH2:24])=[O:23])=[C:15]([NH:25][C:26]3[CH:31]=[C:30]([O:32][CH3:33])[CH:29]=[C:28]([O:34][CH3:35])[CH:27]=3)[N:14]=2)[CH2:7]1)=[O:5])#[N:2].[CH:36]1([CH:39]=O)[CH2:38][CH2:37]1.C(O)(=O)C.N1CCCCC1, predict the reaction product. The product is: [C:1]([C:3](=[CH:39][CH:36]1[CH2:37][CH2:38]1)[C:4]([N:6]1[CH2:7][CH:8]([CH2:11][NH:12][C:13]2[N:18]3[CH:19]=[CH:20][N:21]=[C:17]3[C:16]([C:22]([NH2:24])=[O:23])=[C:15]([NH:25][C:26]3[CH:31]=[C:30]([O:32][CH3:33])[CH:29]=[C:28]([O:34][CH3:35])[CH:27]=3)[N:14]=2)[CH2:10]1)=[O:5])#[N:2]. (4) Given the reactants [CH2:1]([O:3][C:4]([N:6]1[CH2:11][CH2:10][C:9]2[C:12]3[C:13](=[C:15]([O:22][CH3:23])[CH:16]=[CH:17][C:18]=3[C:19]([OH:21])=[O:20])[O:14][C:8]=2[CH2:7]1)=[O:5])[CH3:2].[N+:24]([C:27]1[CH:32]=[CH:31][C:30](O)=[CH:29][CH:28]=1)([O-:26])=[O:25].CCN=C=NCCCN(C)C.O, predict the reaction product. The product is: [CH2:1]([O:3][C:4]([N:6]1[CH2:11][CH2:10][C:9]2[C:12]3[C:13](=[C:15]([O:22][CH3:23])[CH:16]=[CH:17][C:18]=3[C:19]([O:21][C:30]3[CH:31]=[CH:32][C:27]([N+:24]([O-:26])=[O:25])=[CH:28][CH:29]=3)=[O:20])[O:14][C:8]=2[CH2:7]1)=[O:5])[CH3:2]. (5) Given the reactants Br[C:2]1[N:6]([CH:7]([CH3:9])[CH3:8])[C:5]2[CH:10]([C:23]3[CH:28]=[CH:27][C:26]([Cl:29])=[CH:25][CH:24]=3)[N:11]([C:14]3[CH:19]=[C:18]([Cl:20])[C:17](=[O:21])[N:16]([CH3:22])[CH:15]=3)[C:12](=[O:13])[C:4]=2[CH:3]=1.[CH3:30][O:31][C:32]1[CH:37]=[CH:36][CH:35]=[CH:34][C:33]=1B(O)O.BrC1N(C(C)C)C2C(C3C=CC(Cl)=CC=3)N(C3C=C(Cl)C=CC=3C)C(=O)C=2C=1.C(C1C=CC(OC)=C(B(O)O)C=1)#N, predict the reaction product. The product is: [Cl:20][C:18]1[C:17](=[O:21])[N:16]([CH3:22])[CH:15]=[C:14]([N:11]2[C:12](=[O:13])[C:4]3[CH:3]=[C:2]([C:33]4[CH:34]=[CH:35][CH:36]=[CH:37][C:32]=4[O:31][CH3:30])[N:6]([CH:7]([CH3:9])[CH3:8])[C:5]=3[CH:10]2[C:23]2[CH:28]=[CH:27][C:26]([Cl:29])=[CH:25][CH:24]=2)[CH:19]=1.